From a dataset of Peptide-MHC class I binding affinity with 185,985 pairs from IEDB/IMGT. Regression. Given a peptide amino acid sequence and an MHC pseudo amino acid sequence, predict their binding affinity value. This is MHC class I binding data. (1) The peptide sequence is GLLSSKFKA. The MHC is HLA-B58:01 with pseudo-sequence HLA-B58:01. The binding affinity (normalized) is 0.213. (2) The peptide sequence is FPGDKTSYWV. The MHC is HLA-B51:01 with pseudo-sequence HLA-B51:01. The binding affinity (normalized) is 0.240. (3) The peptide sequence is EMKEAFHGL. The MHC is HLA-B48:01 with pseudo-sequence HLA-B48:01. The binding affinity (normalized) is 0.0847. (4) The binding affinity (normalized) is 0.327. The peptide sequence is VVADLSARNK. The MHC is HLA-A31:01 with pseudo-sequence HLA-A31:01.